Dataset: Reaction yield outcomes from USPTO patents with 853,638 reactions. Task: Predict the reaction yield, written as a fraction of the theoretical maximum amount of product (1.0 means a 100% yield; for example, 0.34 means a 34% yield). (1) The reactants are Br[C:2]1[CH:23]=[CH:22][C:5]([C:6]([NH:8][S:9]([C:12]2[CH:17]=[CH:16][CH:15]=[CH:14][C:13]=2[S:18](=[O:21])(=[O:20])[NH2:19])(=[O:11])=[O:10])=[O:7])=[CH:4][N:3]=1.[C:24]1([C:30]#[CH:31])[CH:29]=[CH:28][CH:27]=[CH:26][CH:25]=1. No catalyst specified. The product is [C:24]1([C:30]#[C:31][C:2]2[CH:23]=[CH:22][C:5]([C:6]([NH:8][S:9]([C:12]3[CH:17]=[CH:16][CH:15]=[CH:14][C:13]=3[S:18](=[O:21])(=[O:20])[NH2:19])(=[O:11])=[O:10])=[O:7])=[CH:4][N:3]=2)[CH:29]=[CH:28][CH:27]=[CH:26][CH:25]=1. The yield is 0.990. (2) The reactants are [N:1]1[C:2]([C:10]([OH:12])=O)=[CH:3][N:4]2[CH:9]=[CH:8][CH:7]=[CH:6][C:5]=12.[F:13][C:14]([F:37])([F:36])[C:15]1[CH:24]=[C:23]([N:25]2[CH2:30][CH2:29][N:28]([CH2:31][CH2:32][CH2:33][CH2:34][NH2:35])[CH2:27][CH2:26]2)[C:22]2[C:17](=[CH:18][CH:19]=[CH:20][CH:21]=2)[N:16]=1. The catalyst is C(Cl)(Cl)Cl.CO. The product is [F:36][C:14]([F:13])([F:37])[C:15]1[CH:24]=[C:23]([N:25]2[CH2:26][CH2:27][N:28]([CH2:31][CH2:32][CH2:33][CH2:34][NH:35][C:10]([C:2]3[N:1]=[C:5]4[CH:6]=[CH:7][CH:8]=[CH:9][N:4]4[CH:3]=3)=[O:12])[CH2:29][CH2:30]2)[C:22]2[C:17](=[CH:18][CH:19]=[CH:20][CH:21]=2)[N:16]=1. The yield is 0.160.